This data is from NCI-60 drug combinations with 297,098 pairs across 59 cell lines. The task is: Regression. Given two drug SMILES strings and cell line genomic features, predict the synergy score measuring deviation from expected non-interaction effect. Drug 1: CC1C(C(CC(O1)OC2CC(CC3=C2C(=C4C(=C3O)C(=O)C5=C(C4=O)C(=CC=C5)OC)O)(C(=O)CO)O)N)O.Cl. Drug 2: CCC1=CC2CC(C3=C(CN(C2)C1)C4=CC=CC=C4N3)(C5=C(C=C6C(=C5)C78CCN9C7C(C=CC9)(C(C(C8N6C)(C(=O)OC)O)OC(=O)C)CC)OC)C(=O)OC.C(C(C(=O)O)O)(C(=O)O)O. Cell line: 786-0. Synergy scores: CSS=18.4, Synergy_ZIP=-0.881, Synergy_Bliss=0.832, Synergy_Loewe=-0.789, Synergy_HSA=-2.05.